From a dataset of Forward reaction prediction with 1.9M reactions from USPTO patents (1976-2016). Predict the product of the given reaction. Given the reactants [CH3:1][O:2][C:3]1[CH:17]=[C:16]([O:18][CH3:19])[CH:15]=[CH:14][C:4]=1[CH2:5][NH:6][C:7]1[CH:12]=[CH:11][CH:10]=[C:9]([F:13])[N:8]=1.[Li+].C[Si]([N-][Si](C)(C)C)(C)C.[CH3:30][C:31]1[C:32]([S:41](Cl)(=[O:43])=[O:42])=[CH:33][C:34]2[O:38][C:37](=[O:39])[NH:36][C:35]=2[CH:40]=1, predict the reaction product. The product is: [CH3:1][O:2][C:3]1[CH:17]=[C:16]([O:18][CH3:19])[CH:15]=[CH:14][C:4]=1[CH2:5][N:6]([C:7]1[CH:12]=[CH:11][CH:10]=[C:9]([F:13])[N:8]=1)[S:41]([C:32]1[C:31]([CH3:30])=[CH:40][C:35]2[NH:36][C:37](=[O:39])[O:38][C:34]=2[CH:33]=1)(=[O:43])=[O:42].